This data is from Peptide-MHC class I binding affinity with 185,985 pairs from IEDB/IMGT. The task is: Regression. Given a peptide amino acid sequence and an MHC pseudo amino acid sequence, predict their binding affinity value. This is MHC class I binding data. (1) The MHC is HLA-A25:01 with pseudo-sequence HLA-A25:01. The peptide sequence is IPRACQKSL. The binding affinity (normalized) is 0.0847. (2) The peptide sequence is EPIDKELYPL. The MHC is Mamu-A2201 with pseudo-sequence Mamu-A2201. The binding affinity (normalized) is 0.188. (3) The peptide sequence is MLLVLCAGQL. The MHC is HLA-B08:01 with pseudo-sequence HLA-B08:01. The binding affinity (normalized) is 0.380. (4) The peptide sequence is EMFGGTPAV. The MHC is HLA-A02:01 with pseudo-sequence HLA-A02:01. The binding affinity (normalized) is 0.909. (5) The peptide sequence is GPLEEELPRL. The MHC is Patr-B1301 with pseudo-sequence Patr-B1301. The binding affinity (normalized) is 0.332. (6) The peptide sequence is EEAIRHVRA. The MHC is HLA-B40:02 with pseudo-sequence HLA-B40:02. The binding affinity (normalized) is 0.204. (7) The peptide sequence is ATSTGNYNYK. The MHC is HLA-A33:01 with pseudo-sequence HLA-A33:01. The binding affinity (normalized) is 0.0595.